From a dataset of Reaction yield outcomes from USPTO patents with 853,638 reactions. Predict the reaction yield, written as a fraction of the theoretical maximum amount of product (1.0 means a 100% yield; for example, 0.34 means a 34% yield). (1) The reactants are [Cl-].[Ce+3].[Cl-].[Cl-].[CH:5](/[Mg]Br)=[CH:6]\[CH3:7].[Si:10]([O:17][CH2:18][C@@H:19]([N:25]([CH2:33][C:34](N(OC)C)=[O:35])[C:26](=[O:32])[O:27][C:28]([CH3:31])([CH3:30])[CH3:29])[C:20]([CH:22]1[CH2:24][CH2:23]1)=[CH2:21])([C:13]([CH3:16])([CH3:15])[CH3:14])([CH3:12])[CH3:11]. The catalyst is C1COCC1. The product is [Si:10]([O:17][CH2:18][C@@H:19]([N:25]([CH2:33][C:34](=[O:35])[CH:5]=[CH:6][CH3:7])[C:26](=[O:32])[O:27][C:28]([CH3:30])([CH3:29])[CH3:31])[C:20]([CH:22]1[CH2:23][CH2:24]1)=[CH2:21])([C:13]([CH3:15])([CH3:14])[CH3:16])([CH3:12])[CH3:11]. The yield is 0.840. (2) The reactants are [NH2:1][CH:2]([CH3:13])[C:3]([N:5]1[CH2:10][CH2:9][S:8](=[O:12])(=[O:11])[CH2:7][CH2:6]1)=O. The catalyst is C1COCC1. The product is [O:12]=[S:8]1(=[O:11])[CH2:9][CH2:10][N:5]([CH2:3][C@@H:2]([NH2:1])[CH3:13])[CH2:6][CH2:7]1. The yield is 0.900. (3) The product is [C:11]([C:6]1[CH:7]=[CH:8][CH:9]=[C:4]([CH:1]([CH3:3])[CH3:2])[N:5]=1)#[N:12]. The catalyst is ClCCCl. The reactants are [CH:1]([C:4]1[CH:9]=[CH:8][CH:7]=[CH:6][N+:5]=1[O-])([CH3:3])[CH3:2].[C:11]([Si](C)(C)C)#[N:12].C(N(CC)C(Cl)=O)C.C(=O)([O-])[O-].[K+].[K+]. The yield is 0.740.